This data is from Reaction yield outcomes from USPTO patents with 853,638 reactions. The task is: Predict the reaction yield, written as a fraction of the theoretical maximum amount of product (1.0 means a 100% yield; for example, 0.34 means a 34% yield). (1) The reactants are B(Br)(Br)Br.C([O:12][C:13]1[CH:27]=[CH:26][C:16]2[C:17]([CH:20]3[CH2:25][CH2:24][CH2:23][CH2:22][CH2:21]3)=[N:18][S:19][C:15]=2[CH:14]=1)C1C=CC=CC=1.O. The catalyst is C(Cl)Cl. The product is [CH:20]1([C:17]2[C:16]3[CH:26]=[CH:27][C:13]([OH:12])=[CH:14][C:15]=3[S:19][N:18]=2)[CH2:21][CH2:22][CH2:23][CH2:24][CH2:25]1. The yield is 0.403. (2) The reactants are [N:1]1[C:10]2[C:5](=[CH:6][CH:7]=[CH:8][CH:9]=2)[CH:4]=[C:3](C#N)[CH:2]=1.[C:13](O[C:13]([O:15][C:16]([CH3:19])([CH3:18])[CH3:17])=[O:14])([O:15][C:16]([CH3:19])([CH3:18])[CH3:17])=[O:14].[BH4-].[Na+].[NH2:30]CCNCCN. The catalyst is CO.O.O.O.O.O.O.[Ni](Cl)Cl. The product is [N:1]1[C:10]2[C:5](=[CH:6][CH:7]=[CH:8][CH:9]=2)[CH:4]=[C:3]([NH:30][C:13](=[O:14])[O:15][C:16]([CH3:19])([CH3:18])[CH3:17])[CH:2]=1. The yield is 0.130. (3) The reactants are Br[CH2:2][C:3]([C:5]1[C:10]([CH3:11])=[CH:9][C:8]([O:12][CH2:13][CH:14]([CH3:16])[CH3:15])=[CH:7][C:6]=1[CH3:17])=O.[NH2:18][C:19]([NH2:21])=[S:20]. The catalyst is CCO. The product is [CH2:13]([O:12][C:8]1[CH:9]=[C:10]([CH3:11])[C:5]([C:3]2[N:18]=[C:19]([NH2:21])[S:20][CH:2]=2)=[C:6]([CH3:17])[CH:7]=1)[CH:14]([CH3:16])[CH3:15]. The yield is 0.820. (4) The product is [CH2:15]([O:14][C:12]([NH:11][C:10]1[CH:25]=[CH:26][N:6]([CH2:5][C:4]([OH:27])=[O:3])[C:7](=[O:8])[N:9]=1)=[O:13])[C:16]1[CH:24]=[CH:23][C:22]2[O:21][CH2:20][O:19][C:18]=2[CH:17]=1. The catalyst is O1CCCC1.O. The yield is 0.980. The reactants are C([O:3][C:4](=[O:27])[CH2:5][N:6]1[CH:26]=[CH:25][C:10]([NH:11][C:12]([O:14][CH2:15][C:16]2[CH:24]=[CH:23][C:22]3[O:21][CH2:20][O:19][C:18]=3[CH:17]=2)=[O:13])=[N:9][C:7]1=[O:8])C.O.[OH-].[Li+].Cl. (5) The reactants are [Cl:1][C:2]1[CH:28]=[CH:27][C:26]([Cl:29])=[CH:25][C:3]=1[C:4]([NH:6][NH:7][C:8](=O)[C:9]1[CH:14]=[CH:13][C:12]([O:15][CH2:16][CH2:17][CH2:18][CH2:19][CH2:20][CH2:21][CH2:22][CH3:23])=[CH:11][CH:10]=1)=O.[CH3:30][O:31][C:32]1[CH:37]=[CH:36][C:35]([NH2:38])=[CH:34][CH:33]=1.P(Cl)(Cl)Cl. The catalyst is ClC1C=CC=CC=1Cl. The product is [Cl:1][C:2]1[CH:28]=[CH:27][C:26]([Cl:29])=[CH:25][C:3]=1[C:4]1[N:38]([C:35]2[CH:36]=[CH:37][C:32]([O:31][CH3:30])=[CH:33][CH:34]=2)[C:8]([C:9]2[CH:14]=[CH:13][C:12]([O:15][CH2:16][CH2:17][CH2:18][CH2:19][CH2:20][CH2:21][CH2:22][CH3:23])=[CH:11][CH:10]=2)=[N:7][N:6]=1. The yield is 0.340. (6) The reactants are Cl.[CH3:2][O:3][C:4]1[CH:5]=[C:6]2[C:11](=[CH:12][CH:13]=1)[C:10]([C:14]1[CH:27]=[CH:26][C:17]([O:18][CH2:19][CH2:20][N:21]3[CH2:25][CH2:24][CH2:23][CH2:22]3)=[CH:16][CH:15]=1)=[C:9]([C:28]1[CH:33]=[CH:32][CH:31]=[CH:30][CH:29]=1)[CH2:8][CH2:7]2. The catalyst is C(O)C.[OH-].[OH-].[Pd+2]. The product is [CH3:2][O:3][C:4]1[CH:5]=[C:6]2[C:11](=[CH:12][CH:13]=1)[C@@H:10]([C:14]1[CH:27]=[CH:26][C:17]([O:18][CH2:19][CH2:20][N:21]3[CH2:25][CH2:24][CH2:23][CH2:22]3)=[CH:16][CH:15]=1)[C@@H:9]([C:28]1[CH:33]=[CH:32][CH:31]=[CH:30][CH:29]=1)[CH2:8][CH2:7]2. The yield is 0.930.